Dataset: Forward reaction prediction with 1.9M reactions from USPTO patents (1976-2016). Task: Predict the product of the given reaction. (1) Given the reactants N(C(OC(C)C)=O)=NC(OC(C)C)=O.[OH:15][C:16]1[CH:17]=[CH:18][C:19]([C:22]([O:24][CH3:25])=[O:23])=[N:20][CH:21]=1.O[CH2:27][C@@H:28]([NH:30][C:31](=[O:37])[O:32][C:33]([CH3:36])([CH3:35])[CH3:34])[CH3:29].C1(P(C2C=CC=CC=2)C2C=CC=CC=2)C=CC=CC=1, predict the reaction product. The product is: [C:33]([O:32][C:31]([NH:30][C@@H:28]([CH3:29])[CH2:27][O:15][C:16]1[CH:17]=[CH:18][C:19]([C:22]([O:24][CH3:25])=[O:23])=[N:20][CH:21]=1)=[O:37])([CH3:36])([CH3:35])[CH3:34]. (2) The product is: [F:31][C:29]1[CH:28]=[CH:27][C:25]2[S:26][C:22]([C:18]3[N:13]4[N:14]=[C:15]([CH3:17])[CH:16]=[C:11]([C:9](=[O:10])[CH2:1][CH2:2][CH3:3])[C:12]4=[N:20][C:19]=3[CH3:21])=[C:23]([CH3:32])[C:24]=2[CH:30]=1. Given the reactants [CH3:1][CH2:2][CH2-:3].[Mg+2].[Br-].CON(C)[C:9]([C:11]1[C:12]2[N:13]([C:18]([C:22]3[S:26][C:25]4[CH:27]=[CH:28][C:29]([F:31])=[CH:30][C:24]=4[C:23]=3[CH3:32])=[C:19]([CH3:21])[N:20]=2)[N:14]=[C:15]([CH3:17])[CH:16]=1)=[O:10], predict the reaction product. (3) Given the reactants [CH2:1]([C:5]1([O:22][CH3:23])[CH2:10][CH2:9][N:8]([C:11]2[CH:21]=[CH:20][C:14]([C:15]([O:17]CC)=[O:16])=[CH:13][CH:12]=2)[CH2:7][CH2:6]1)[CH2:2][CH2:3][CH3:4].[OH-].[Na+].CO.Cl, predict the reaction product. The product is: [CH2:1]([C:5]1([O:22][CH3:23])[CH2:10][CH2:9][N:8]([C:11]2[CH:12]=[CH:13][C:14]([C:15]([OH:17])=[O:16])=[CH:20][CH:21]=2)[CH2:7][CH2:6]1)[CH2:2][CH2:3][CH3:4]. (4) The product is: [NH2:1][C:2]1[C:16]([CH3:17])=[CH:15][C:14]([C:18]#[N:19])=[CH:13][C:3]=1[C:4]([NH:21][CH3:20])=[O:6]. Given the reactants [NH2:1][C:2]1[C:16]([CH3:17])=[CH:15][C:14]([C:18]#[N:19])=[CH:13][C:3]=1[C:4]([O:6]CCCCCC)=O.[CH3:20][NH2:21].C[O-].[Na+], predict the reaction product. (5) Given the reactants C(Cl)Cl.Cl[C:5]1[N:10]=[N:9][C:8]([O:11][CH2:12][CH3:13])=[C:7]([N:14]2[CH2:19][CH2:18][O:17][CH2:16][CH2:15]2)[CH:6]=1.[C:20]([C:22]([C:25]1[CH:26]=[C:27]([CH:47]=[CH:48][N:49]=1)[C:28]([NH:30][C:31]1[CH:36]=[CH:35][C:34]([CH3:37])=[C:33](B2OC(C)(C)C(C)(C)O2)[CH:32]=1)=[O:29])([CH3:24])[CH3:23])#[N:21].C([O-])([O-])=O.[Na+].[Na+], predict the reaction product. The product is: [C:20]([C:22]([C:25]1[CH:26]=[C:27]([CH:47]=[CH:48][N:49]=1)[C:28]([NH:30][C:31]1[CH:32]=[CH:33][C:34]([CH3:37])=[C:35]([C:5]2[N:10]=[N:9][C:8]([O:11][CH2:12][CH3:13])=[C:7]([N:14]3[CH2:19][CH2:18][O:17][CH2:16][CH2:15]3)[CH:6]=2)[CH:36]=1)=[O:29])([CH3:24])[CH3:23])#[N:21]. (6) The product is: [F:40][C:38]1[CH:39]=[C:34]2[C:35](=[C:36]([O:42][CH3:43])[C:37]=1[F:41])[N:22]([C:19]1[CH:18]=[CH:17][C:16]([CH2:15][N:10]3[CH2:14][CH2:13][CH2:12][CH2:11]3)=[CH:21][CH:20]=1)[CH:26]=[C:27]([C:28]([O:30][CH2:31][CH3:32])=[O:29])[C:33]2=[O:45]. Given the reactants C(N(C(C)C)CC)(C)C.[N:10]1([CH2:15][C:16]2[CH:21]=[CH:20][C:19]([NH2:22])=[CH:18][CH:17]=2)[CH2:14][CH2:13][CH2:12][CH2:11]1.C(O/[CH:26]=[C:27](/[C:33](=[O:45])[C:34]1[CH:39]=[C:38]([F:40])[C:37]([F:41])=[C:36]([O:42][CH3:43])[C:35]=1F)\[C:28]([O:30][CH2:31][CH3:32])=[O:29])C.C1CCN2C(=NCCC2)CC1, predict the reaction product. (7) Given the reactants [OH:1][C:2]1[CH:3]=[C:4]([CH:8]=[CH:9][C:10]=1[F:11])[C:5]([OH:7])=O.C(N(CC)CC)C.CCN=C=NCCCN(C)C.Cl.[CH3:31][NH:32][O:33][CH3:34], predict the reaction product. The product is: [F:11][C:10]1[CH:9]=[CH:8][C:4]([C:5]([N:32]([O:33][CH3:34])[CH3:31])=[O:7])=[CH:3][C:2]=1[OH:1]. (8) Given the reactants [CH2:1]1[C:9]2[C:4](=[CH:5][CH:6]=[CH:7][CH:8]=2)[CH2:3][N:2]1[C:10]([C:12]1[CH:13]=[C:14]2[C:19](=[CH:20][C:21]=1[CH3:22])[N:18]1[C:23]([CH:26]3[CH2:31][CH2:30][CH2:29][O:28][CH2:27]3)=[N:24][CH:25]=[C:17]1[C:16](=[O:32])[NH:15]2)=[O:11].[ClH:33].C(OCC)(=O)C, predict the reaction product. The product is: [ClH:33].[CH2:1]1[C:9]2[C:4](=[CH:5][CH:6]=[CH:7][CH:8]=2)[CH2:3][N:2]1[C:10]([C:12]1[CH:13]=[C:14]2[C:19](=[CH:20][C:21]=1[CH3:22])[N:18]1[C:23]([CH:26]3[CH2:31][CH2:30][CH2:29][O:28][CH2:27]3)=[N:24][CH:25]=[C:17]1[C:16](=[O:32])[NH:15]2)=[O:11]. (9) Given the reactants [CH3:1][CH:2]([CH2:7][C:8]([O:10][CH3:11])=[O:9])[C:3]([O:5][CH3:6])=[O:4], predict the reaction product. The product is: [C:3]([O:5][CH3:6])(=[O:4])[C:2]([CH2:7][C:8]([O:10][CH3:11])=[O:9])=[CH2:1].